Dataset: Forward reaction prediction with 1.9M reactions from USPTO patents (1976-2016). Task: Predict the product of the given reaction. (1) Given the reactants COC1C=CC2C(C)CN(C(=O)C(F)(F)F)C(C)CC=2N=1.BrBr.C([O-])(O)=O.[Na+].[Br:29][C:30]1[C:48]([O:49][CH3:50])=[N:47][C:33]2[CH2:34][CH:35]([CH3:46])[N:36](C(=O)C(F)(F)F)[CH2:37][CH:38]([CH3:39])[C:32]=2[CH:31]=1.C([O-])([O-])=O.[K+].[K+], predict the reaction product. The product is: [Br:29][C:30]1[C:48]([O:49][CH3:50])=[N:47][C:33]2[CH2:34][CH:35]([CH3:46])[NH:36][CH2:37][CH:38]([CH3:39])[C:32]=2[CH:31]=1. (2) Given the reactants Cl.C(N=C=NCCCN(C)C)C.Cl.Cl.[Cl:15][C:16]1[CH:17]=[N:18][C:19]([O:22][CH:23]2[CH2:28][CH2:27][N:26]([C:29](=[O:35])[C@@H:30]([NH2:34])[CH:31]([CH3:33])[CH3:32])[CH2:25][CH2:24]2)=[N:20][CH:21]=1.[OH:36][C:37]1[C:38]([C:47](O)=[O:48])=[N:39][C:40]2[C:45]([N:46]=1)=[CH:44][CH:43]=[CH:42][CH:41]=2.O.ON1C2C=CC=CC=2N=N1.CN1CCOCC1, predict the reaction product. The product is: [Cl:15][C:16]1[CH:17]=[N:18][C:19]([O:22][CH:23]2[CH2:28][CH2:27][N:26]([C:29]([C@@H:30]([NH:34][C:47]([C:38]3[C:37]([OH:36])=[N:46][C:45]4[C:40](=[CH:41][CH:42]=[CH:43][CH:44]=4)[N:39]=3)=[O:48])[CH:31]([CH3:33])[CH3:32])=[O:35])[CH2:25][CH2:24]2)=[N:20][CH:21]=1. (3) Given the reactants [NH:1]1[CH2:5][CH2:4][C@@H:3]([OH:6])[CH2:2]1.Br[CH2:8][CH2:9][CH2:10][C:11]1[S:12][CH:13]=[CH:14][CH:15]=1, predict the reaction product. The product is: [S:12]1[CH:13]=[CH:14][CH:15]=[C:11]1[CH2:10][CH2:9][CH2:8][N:1]1[CH2:5][CH2:4][C@@H:3]([OH:6])[CH2:2]1. (4) Given the reactants [F:1][C:2]1[CH:3]=[CH:4][C:5]([CH3:19])=[C:6]([C:8]2[CH:17]=[C:16]3[C:11]([CH:12]=[C:13]([NH2:18])[N:14]=[CH:15]3)=[CH:10][CH:9]=2)[CH:7]=1.[C:20](Cl)(=[O:22])[CH3:21].O, predict the reaction product. The product is: [F:1][C:2]1[CH:3]=[CH:4][C:5]([CH3:19])=[C:6]([C:8]2[CH:17]=[C:16]3[C:11]([CH:12]=[C:13]([NH:18][C:20](=[O:22])[CH3:21])[N:14]=[CH:15]3)=[CH:10][CH:9]=2)[CH:7]=1. (5) Given the reactants Cl[C:2]([CH3:6])([CH3:5])[C:3]#[CH:4].[CH2:7]([O:9][C:10]([N:12]1[CH2:17][CH2:16][NH:15][CH2:14][CH2:13]1)=[O:11])[CH3:8].C(N(CC)CC)C, predict the reaction product. The product is: [CH2:7]([O:9][C:10]([N:12]1[CH2:13][CH2:14][N:15]([C:2]([CH3:6])([CH3:5])[C:3]#[CH:4])[CH2:16][CH2:17]1)=[O:11])[CH3:8]. (6) Given the reactants [NH2:1][C@H:2]1[CH2:7][CH2:6][CH2:5][CH2:4][C@H:3]1[NH:8][C:9]1[N:10]=[C:11]([NH:17][C:18]2[S:19][N:20]=[C:21]3[C:26]=2[CH:25]=[CH:24][CH:23]=[N:22]3)[C:12]([C:15]#[N:16])=[N:13][CH:14]=1.[OH-].[Na+].OO.CC(O)=[O:33], predict the reaction product. The product is: [NH2:1][C@H:2]1[CH2:7][CH2:6][CH2:5][CH2:4][C@H:3]1[NH:8][C:9]1[N:10]=[C:11]([NH:17][C:18]2[S:19][N:20]=[C:21]3[C:26]=2[CH:25]=[CH:24][CH:23]=[N:22]3)[C:12]([C:15]([NH2:16])=[O:33])=[N:13][CH:14]=1. (7) Given the reactants Br[C:2]1[CH:7]=[CH:6][C:5]([C:8]([N:10]2[CH2:14][CH2:13][CH2:12][CH2:11]2)=[O:9])=[C:4]([F:15])[CH:3]=1.[F:16][C:17]([F:28])([F:27])[C:18]1[C:19]2[CH2:26][CH2:25][O:24][CH2:23][C:20]=2[NH:21][N:22]=1, predict the reaction product. The product is: [F:15][C:4]1[CH:3]=[C:2]([N:21]2[C:20]3[CH2:23][O:24][CH2:25][CH2:26][C:19]=3[C:18]([C:17]([F:27])([F:28])[F:16])=[N:22]2)[CH:7]=[CH:6][C:5]=1[C:8]([N:10]1[CH2:14][CH2:13][CH2:12][CH2:11]1)=[O:9]. (8) Given the reactants [C:1]([C:3]1[CH:4]=[C:5]([CH:10]=[CH:11][C:12]=1[CH3:13])[C:6]([O:8][CH3:9])=[O:7])#[N:2].C1C(=O)N([Br:21])C(=O)C1, predict the reaction product. The product is: [C:1]([C:3]1[CH:4]=[C:5]([CH:10]=[CH:11][C:12]=1[CH2:13][Br:21])[C:6]([O:8][CH3:9])=[O:7])#[N:2].